Dataset: TCR-epitope binding with 47,182 pairs between 192 epitopes and 23,139 TCRs. Task: Binary Classification. Given a T-cell receptor sequence (or CDR3 region) and an epitope sequence, predict whether binding occurs between them. (1) The epitope is EIYKRWII. The TCR CDR3 sequence is CASSAITSGGARDEQFF. Result: 1 (the TCR binds to the epitope). (2) The epitope is IPIQASLPF. The TCR CDR3 sequence is CASSFQGSSGNTIYF. Result: 1 (the TCR binds to the epitope). (3) The epitope is AVFDRKSDAK. The TCR CDR3 sequence is CASSDWGGTGRGPEAFF. Result: 0 (the TCR does not bind to the epitope). (4) The epitope is VSFIEFVGW. The TCR CDR3 sequence is CASSLSARRDMEETQYF. Result: 0 (the TCR does not bind to the epitope). (5) The epitope is GTSGSPIINR. The TCR CDR3 sequence is CASSYETPYSYNEQFF. Result: 0 (the TCR does not bind to the epitope). (6) The epitope is MPASWVMRI. The TCR CDR3 sequence is CASSLAEYGTGTYEQYF. Result: 0 (the TCR does not bind to the epitope). (7) The epitope is RLRAEAQVK. The TCR CDR3 sequence is CASSRLGGNTQYF. Result: 1 (the TCR binds to the epitope). (8) The epitope is KLWAQCVQL. The TCR CDR3 sequence is CASSPPGQNEKLFF. Result: 1 (the TCR binds to the epitope). (9) The epitope is HTTDPSFLGRY. The TCR CDR3 sequence is CASSPDGVWYGYTF. Result: 1 (the TCR binds to the epitope). (10) The epitope is YLDAYNMMI. The TCR CDR3 sequence is CASSLLQGWPSYEQYF. Result: 1 (the TCR binds to the epitope).